This data is from Forward reaction prediction with 1.9M reactions from USPTO patents (1976-2016). The task is: Predict the product of the given reaction. (1) The product is: [Cl:9][C:10]1[CH:11]=[CH:12][C:13]([N:16]2[C:2](=[O:8])[C:3](=[O:5])[N:19]([CH:20]([CH3:25])[C:21]([CH3:23])([CH3:22])[CH3:24])[C:17]2=[S:18])=[CH:14][CH:15]=1. Given the reactants Cl[C:2](=[O:8])[C:3]([O:5]CC)=O.[Cl:9][C:10]1[CH:15]=[CH:14][C:13]([NH:16][C:17]([NH:19][CH:20]([CH3:25])[C:21]([CH3:24])([CH3:23])[CH3:22])=[S:18])=[CH:12][CH:11]=1, predict the reaction product. (2) Given the reactants N1C2C=CC=CC=2N=C1C1[CH2:15][CH2:14][N:13]([CH2:16][CH2:17][CH:18]2[O:22][C:21](=[O:23])[C:20]([CH2:26][CH3:27])([CH2:24][CH3:25])[CH2:19]2)[CH2:12][CH2:11]1.[Cl:28][C:29]1[CH:30]=[CH:31][C:32]([N:35]2CCNCC2)=[N:33][CH:34]=1.N1(C2C=CC=CC=2C#N)CCNCC1.CC1C=CC(S(OCCC2CC3(CCCC3)C(=O)O2)(=O)=O)=CC=1.CC1C=CC(S(OCCC2CC(CC)(CC)C(=O)O2)(=O)=O)=CC=1, predict the reaction product. The product is: [Cl:28][C:29]1[CH:30]=[CH:31][C:32]([N:35]2[CH2:11][CH2:12][N:13]([CH2:16][CH2:17][CH:18]3[CH2:19][C:20]4([CH2:24][CH2:25][CH2:27][CH2:26]4)[C:21](=[O:23])[O:22]3)[CH2:14][CH2:15]2)=[N:33][CH:34]=1. (3) Given the reactants S(O)(=O)(=O)C.[F:6][CH:7]([F:32])[C:8]([NH:10][C@@H:11]1[C@@H:16]([NH:17]C(N)=N)[CH2:15][C:14]([C:21]([O:23][CH2:24][CH3:25])=[O:22])=[CH:13][C@H:12]1[O:26][CH:27]([CH2:30][CH3:31])[CH2:28][CH3:29])=[O:9].CS(O)(=O)=O.N[C@@H]1[C@@H](NC(OC(C)(C)C)=O)CC(C(OCC)=O)=C[C@H]1OC(CC)CC.N1(O)C2C=CC=CC=2N=N1.Cl.C(N=C=NCCN(C)C)C.C(N(C(C)C)CC)(C)C.C1COCC1.C(OC(N[C@H]1CC(C(OCC)=O)=C[C@@H](OC(CC)CC)[C@@H]1NC(=O)C(F)F)=O)(C)(C)C, predict the reaction product. The product is: [NH2:17][C@H:16]1[CH2:15][C:14]([C:21]([O:23][CH2:24][CH3:25])=[O:22])=[CH:13][C@@H:12]([O:26][CH:27]([CH2:30][CH3:31])[CH2:28][CH3:29])[C@@H:11]1[NH:10][C:8](=[O:9])[CH:7]([F:32])[F:6]. (4) The product is: [NH2:1][C:2]1[N:7]=[CH:6][N:5]=[C:4]([NH:8][C@H:9]([C:11]2[N:16]([C:17]3[CH:22]=[CH:21][CH:20]=[CH:19][CH:18]=3)[C:15](=[O:23])[C:14]3=[CH:24][CH:25]=[CH:26][N:13]3[N:12]=2)[CH3:10])[C:3]=1[C:37]1[CH:42]=[N:41][C:40]([NH2:43])=[CH:39][CH:38]=1. Given the reactants [NH2:1][C:2]1[N:7]=[CH:6][N:5]=[C:4]([NH:8][C@H:9]([C:11]2[N:16]([C:17]3[CH:22]=[CH:21][CH:20]=[CH:19][CH:18]=3)[C:15](=[O:23])[C:14]3=[C:24](C)[CH:25]=[CH:26][N:13]3[N:12]=2)[CH3:10])[C:3]=1I.CC1(C)C(C)(C)OB([C:37]2[CH:38]=[CH:39][C:40]([NH2:43])=[N:41][CH:42]=2)O1.C(=O)([O-])[O-].[Na+].[Na+], predict the reaction product.